From a dataset of Catalyst prediction with 721,799 reactions and 888 catalyst types from USPTO. Predict which catalyst facilitates the given reaction. (1) Reactant: [Cl:1][C:2]1[CH:7]=[CH:6][C:5]([C:8]([N:15]2[C:23]3[C:18](=[C:19]([NH:25]C(=O)OC(C)(C)C)[CH:20]=[C:21]([F:24])[CH:22]=3)[CH:17]=[CH:16]2)([CH2:13][CH3:14])[C:9]([OH:12])([CH3:11])[CH3:10])=[CH:4][CH:3]=1. Product: [NH2:25][C:19]1[CH:20]=[C:21]([F:24])[CH:22]=[C:23]2[C:18]=1[CH:17]=[CH:16][N:15]2[C:8]([C:5]1[CH:4]=[CH:3][C:2]([Cl:1])=[CH:7][CH:6]=1)([CH2:13][CH3:14])[C:9]([CH3:11])([OH:12])[CH3:10]. The catalyst class is: 137. (2) Reactant: Br[CH:2]([C:9]1[CH:14]=[CH:13][CH:12]=[CH:11][CH:10]=1)[C:3]1[CH:8]=[CH:7][CH:6]=[CH:5][CH:4]=1.[CH2:15]([O:17][C:18]([C@@H:20]1[CH2:24][C@H:23]([NH:25][C:26](=[O:41])[CH2:27][CH:28]([C:35]2[CH:40]=[CH:39][CH:38]=[CH:37][CH:36]=2)[C:29]2[CH:34]=[CH:33][CH:32]=[CH:31][CH:30]=2)[CH2:22][NH:21]1)=[O:19])[CH3:16].C([O-])([O-])=O.[K+].[K+]. Product: [CH2:15]([O:17][C:18]([C@@H:20]1[CH2:24][C@H:23]([NH:25][C:26](=[O:41])[CH2:27][CH:28]([C:35]2[CH:40]=[CH:39][CH:38]=[CH:37][CH:36]=2)[C:29]2[CH:30]=[CH:31][CH:32]=[CH:33][CH:34]=2)[CH2:22][N:21]1[CH:2]([C:3]1[CH:8]=[CH:7][CH:6]=[CH:5][CH:4]=1)[C:9]1[CH:14]=[CH:13][CH:12]=[CH:11][CH:10]=1)=[O:19])[CH3:16]. The catalyst class is: 131. (3) Reactant: [NH2:1][C:2]1[CH:7]=[CH:6][C:5]([C:8]([OH:11])([CH3:10])[CH3:9])=[CH:4][CH:3]=1.Cl[C:13]1[N:18]=[CH:17][N:16]=[C:15]([C:19]2[CH:20]=[CH:21][C:22]([O:27][CH:28]3[CH2:33][CH2:32][O:31][CH2:30][CH2:29]3)=[C:23]([CH:26]=2)[C:24]#[N:25])[N:14]=1.C(N(CC)C(C)C)(C)C. Product: [OH:11][C:8]([C:5]1[CH:4]=[CH:3][C:2]([NH:1][C:17]2[N:18]=[CH:13][N:14]=[C:15]([C:19]3[CH:20]=[CH:21][C:22]([O:27][CH:28]4[CH2:29][CH2:30][O:31][CH2:32][CH2:33]4)=[C:23]([CH:26]=3)[C:24]#[N:25])[N:16]=2)=[CH:7][CH:6]=1)([CH3:9])[CH3:10]. The catalyst class is: 10. (4) Reactant: [CH3:1][O:2][C:3]1[CH:4]=[C:5]([CH2:11][CH2:12][NH:13][CH3:14])[CH:6]=[CH:7][C:8]=1[O:9][CH3:10].[CH2:15]([O:17][C:18]1[CH:23]=[CH:22][C:21]([S:24](Cl)(=[O:26])=[O:25])=[CH:20][C:19]=1[C:28]1[NH:33][C:32](=[O:34])[N:31]2[C:35]([CH3:41])=[N:36][C:37]([CH2:38][CH2:39][CH3:40])=[C:30]2[N:29]=1)[CH3:16]. Product: [CH3:1][O:2][C:3]1[CH:4]=[C:5]([CH2:11][CH2:12][N:13]([CH3:14])[S:24]([C:21]2[CH:22]=[CH:23][C:18]([O:17][CH2:15][CH3:16])=[C:19]([C:28]3[NH:33][C:32](=[O:34])[N:31]4[C:35]([CH3:41])=[N:36][C:37]([CH2:38][CH2:39][CH3:40])=[C:30]4[N:29]=3)[CH:20]=2)(=[O:25])=[O:26])[CH:6]=[CH:7][C:8]=1[O:9][CH3:10]. The catalyst class is: 4. (5) Reactant: [CH3:1][C:2]1[NH:7][C:6](=[O:8])[CH:5]=[C:4]([C:9]2[CH:14]=[CH:13][C:12]([C:15]([F:18])([F:17])[F:16])=[C:11]([CH3:19])[CH:10]=2)[CH:3]=1.[F:20][C:21]([F:34])([F:33])[S:22](O[S:22]([C:21]([F:34])([F:33])[F:20])(=[O:24])=[O:23])(=[O:24])=[O:23]. Product: [CH3:1][C:2]1[N:7]=[C:6]([O:8][S:22]([C:21]([F:34])([F:33])[F:20])(=[O:24])=[O:23])[CH:5]=[C:4]([C:9]2[CH:14]=[CH:13][C:12]([C:15]([F:18])([F:16])[F:17])=[C:11]([CH3:19])[CH:10]=2)[CH:3]=1. The catalyst class is: 17.